From a dataset of Reaction yield outcomes from USPTO patents with 853,638 reactions. Predict the reaction yield, written as a fraction of the theoretical maximum amount of product (1.0 means a 100% yield; for example, 0.34 means a 34% yield). (1) The reactants are Cl[C:2]1[N:10]=[C:9](Cl)[CH:8]=[CH:7][C:3]=1[C:4]([NH2:6])=[O:5].[NH2:12][C:13]1[CH:18]=[CH:17][CH:16]=[C:15]([CH3:19])[CH:14]=1.[NH2:20][CH:21]1[CH2:25][CH2:24][N:23]([C:26]([O:28]C(C)(C)C)=O)[CH2:22]1.[C:33](O)(=O)[CH:34]=C. No catalyst specified. The product is [C:26]([N:23]1[CH2:24][CH2:25][CH:21]([NH:20][C:9]2[CH:8]=[CH:7][C:3]([C:4]([NH2:6])=[O:5])=[C:2]([NH:12][C:13]3[CH:14]=[C:15]([CH3:19])[CH:16]=[CH:17][CH:18]=3)[N:10]=2)[CH2:22]1)(=[O:28])[CH:33]=[CH2:34]. The yield is 0.270. (2) The reactants are [N:1]([C:4]1[C:5]2[NH:12][CH:11]=[C:10]([C@@H:13]3[N:17]([C:18]([O:20][C:21]([CH3:24])([CH3:23])[CH3:22])=[O:19])[C@H:16]([CH2:25][OH:26])[C@H:15]4[O:27][C:28]([CH3:31])([CH3:30])[O:29][C@@H:14]34)[C:6]=2[N:7]=[CH:8][N:9]=1)=[N+:2]=[N-:3].[C:32]([NH:35][C@H:36]([C@H:42]1[C@H:46]([NH:47][C:48]([NH:57][C:58]([O:60][C:61]([CH3:64])([CH3:63])[CH3:62])=[O:59])=[N:49][C:50]([O:52][C:53]([CH3:56])([CH3:55])[CH3:54])=[O:51])[CH2:45][C@H:44]([C:65](O)=[O:66])[C@H:43]1[OH:68])[CH:37]([CH2:40][CH3:41])[CH2:38][CH3:39])(=[O:34])[CH3:33].CN(C=O)C.CCN=C=NCCCN(C)C. The catalyst is CN(C1C=CN=CC=1)C.C(Cl)Cl. The product is [C:32]([NH:35][C@H:36]([C@H:42]1[C@H:46]([NH:47][C:48]([NH:57][C:58]([O:60][C:61]([CH3:64])([CH3:63])[CH3:62])=[O:59])=[N:49][C:50]([O:52][C:53]([CH3:54])([CH3:55])[CH3:56])=[O:51])[CH2:45][C@H:44]([C:65]([O:26][CH2:25][C@H:16]2[N:17]([C:18]([O:20][C:21]([CH3:24])([CH3:23])[CH3:22])=[O:19])[C@@H:13]([C:10]3[C:6]4[N:7]=[CH:8][N:9]=[C:4]([N:1]=[N+:2]=[N-:3])[C:5]=4[NH:12][CH:11]=3)[C@@H:14]3[O:29][C:28]([CH3:31])([CH3:30])[O:27][C@H:15]23)=[O:66])[C@H:43]1[OH:68])[CH:37]([CH2:38][CH3:39])[CH2:40][CH3:41])(=[O:34])[CH3:33]. The yield is 0.100. (3) The reactants are [CH3:1][N:2]([CH3:7])[CH2:3][CH2:4][CH2:5][OH:6].[H-].[Na+].Cl[C:11]1[C:16]2[NH:17][C:18]3[C:23]([C:15]=2[C:14]([C:25]2[CH:30]=[CH:29][CH:28]=[C:27]([S:31]([CH2:34][CH3:35])(=[O:33])=[O:32])[CH:26]=2)=[CH:13][N:12]=1)=[CH:22][C:21]([CH3:24])=[CH:20][N:19]=3. The catalyst is O1CCOCC1. The product is [CH2:34]([S:31]([C:27]1[CH:26]=[C:25]([C:14]2[C:15]3[C:23]4[CH:22]=[C:21]([CH3:24])[CH:20]=[N:19][C:18]=4[NH:17][C:16]=3[C:11]([O:6][CH2:5][CH2:4][CH2:3][N:2]([CH3:7])[CH3:1])=[N:12][CH:13]=2)[CH:30]=[CH:29][CH:28]=1)(=[O:32])=[O:33])[CH3:35]. The yield is 0.690. (4) The reactants are [F:1][C:2]1([F:33])[O:6][C:5]2[CH:7]=[CH:8][C:9]([C:11]3([C:14]([NH:16][C:17]4[N:22]=[C:21]([C:23]5[CH:24]=[C:25]([CH:29]=[CH:30][CH:31]=5)[C:26]([OH:28])=[O:27])[C:20]([CH3:32])=[CH:19][CH:18]=4)=[O:15])[CH2:13][CH2:12]3)=[CH:10][C:4]=2[O:3]1.Cl. The catalyst is O. The product is [F:33][C:2]1([F:1])[O:6][C:5]2[CH:7]=[CH:8][C:9]([C:11]3([C:14]([NH:16][C:17]4[N:22]=[C:21]([C:23]5[CH:24]=[C:25]([CH:29]=[CH:30][CH:31]=5)[C:26]([OH:28])=[O:27])[C:20]([CH3:32])=[CH:19][CH:18]=4)=[O:15])[CH2:13][CH2:12]3)=[CH:10][C:4]=2[O:3]1. The yield is 0.980. (5) The reactants are [CH:1]1([CH2:4][N:5]2[CH2:10][CH2:9][N:8]([C@@H:11]3[CH2:16][CH2:15][C@H:14]([NH2:17])[CH2:13][CH2:12]3)[CH2:7][CH2:6]2)[CH2:3][CH2:2]1.[CH2:18]([C@H:20]1[N:29]([CH:30]([CH3:32])[CH3:31])[C:28]2[N:27]=[C:26]([NH:33][C:34]3[CH:35]=[CH:36][C:37]([C:43](O)=[O:44])=[C:38]4[C:42]=3[O:41][CH2:40][CH2:39]4)[N:25]=[CH:24][C:23]=2[N:22]([CH3:46])[C:21]1=[O:47])[CH3:19].F[B-](F)(F)F.N1(OC(N(C)C)=[N+](C)C)C2C=CC=CC=2N=N1.C(N(C(C)C)CC)(C)C.N. The catalyst is ClCCl. The product is [CH:1]1([CH2:4][N:5]2[CH2:10][CH2:9][N:8]([C@@H:11]3[CH2:16][CH2:15][C@H:14]([NH:17][C:43]([C:37]4[CH:36]=[CH:35][C:34]([NH:33][C:26]5[N:25]=[CH:24][C:23]6[N:22]([CH3:46])[C:21](=[O:47])[C@@H:20]([CH2:18][CH3:19])[N:29]([CH:30]([CH3:31])[CH3:32])[C:28]=6[N:27]=5)=[C:42]5[O:41][CH2:40][CH2:39][C:38]=45)=[O:44])[CH2:13][CH2:12]3)[CH2:7][CH2:6]2)[CH2:2][CH2:3]1. The yield is 0.380. (6) The reactants are C([O:3][C:4](=O)[CH2:5][C:6]1[N:7]=[C:8]([NH:11][C:12](=[O:28])[CH:13]([C:20]2[CH:25]=[CH:24][C:23]([Cl:26])=[C:22]([Cl:27])[CH:21]=2)[CH2:14][CH:15]2[CH2:19][CH2:18][CH2:17][CH2:16]2)[S:9][CH:10]=1)C.[BH4-].[Na+]. The catalyst is O1CCCC1. The product is [CH:15]1([CH2:14][CH:13]([C:20]2[CH:25]=[CH:24][C:23]([Cl:26])=[C:22]([Cl:27])[CH:21]=2)[C:12]([NH:11][C:8]2[S:9][CH:10]=[C:6]([CH2:5][CH2:4][OH:3])[N:7]=2)=[O:28])[CH2:19][CH2:18][CH2:17][CH2:16]1. The yield is 0.580. (7) The reactants are [NH2:1][CH:2]([CH2:6][C:7]1[CH:12]=[CH:11][C:10]([Br:13])=[CH:9][CH:8]=1)[C:3]([OH:5])=[O:4].Cl.[CH3:15]O. No catalyst specified. The product is [NH2:1][CH:2]([CH2:6][C:7]1[CH:8]=[CH:9][C:10]([Br:13])=[CH:11][CH:12]=1)[C:3]([O:5][CH3:15])=[O:4]. The yield is 0.920. (8) The reactants are CCN(CC)CC.[C:8]1([CH3:18])[CH:13]=[CH:12][C:11]([S:14](Cl)(=[O:16])=[O:15])=[CH:10][CH:9]=1.C(OC([N:26]1[CH2:29][CH2:28][C@H:27]1[CH2:30][O:31][C:32]1[CH:33]=[C:34]([C@H:38]2[CH2:40][C@@H:39]2[CH2:41][CH2:42][OH:43])[CH:35]=[N:36][CH:37]=1)=O)(C)(C)C. The catalyst is CN(C)C1C=CN=CC=1.C(Cl)Cl. The product is [C:8]1([CH3:18])[CH:13]=[CH:12][C:11]([S:14]([O:43][CH2:42][CH2:41][C@H:39]2[CH2:40][C@@H:38]2[C:34]2[CH:35]=[N:36][CH:37]=[C:32]([O:31][CH2:30][C@@H:27]3[CH2:28][CH2:29][NH:26]3)[CH:33]=2)(=[O:16])=[O:15])=[CH:10][CH:9]=1. The yield is 0.500.